Dataset: Catalyst prediction with 721,799 reactions and 888 catalyst types from USPTO. Task: Predict which catalyst facilitates the given reaction. (1) Reactant: [Cl:1][C:2]1[CH:8]=[C:7]([O:9][CH3:10])[C:6]([F:11])=[CH:5][C:3]=1N.Cl.N([O-])=O.[Na+].[Cu][C:18]#[N:19].[C-]#N.[Na+]. Product: [Cl:1][C:2]1[CH:8]=[C:7]([O:9][CH3:10])[C:6]([F:11])=[CH:5][C:3]=1[C:18]#[N:19]. The catalyst class is: 6. (2) Reactant: ClCC#N.[CH3:5][O:6][C:7]1[CH:8]=[C:9]([OH:13])[CH:10]=[CH:11][CH:12]=1.Cl.[O:15]1CCO[CH2:17][CH2:16]1. Product: [CH3:5][O:6][C:7]1[CH:12]=[CH:11][C:10]2[C:16](=[O:15])[CH2:17][O:13][C:9]=2[CH:8]=1. The catalyst class is: 530. (3) Reactant: Cl.O.[NH:3]1[CH2:8][CH2:7][C:6](=[O:9])[CH2:5][CH2:4]1.C(N(CC)CC)C.[CH2:17]([O:19][C:20]([CH2:22][CH2:23][C:24](Cl)=[O:25])=[O:21])[CH3:18]. Product: [CH2:17]([O:19][C:20]([CH2:22][CH2:23][C:24]([N:3]1[CH2:8][CH2:7][C:6](=[O:9])[CH2:5][CH2:4]1)=[O:25])=[O:21])[CH3:18]. The catalyst class is: 2.